This data is from Reaction yield outcomes from USPTO patents with 853,638 reactions. The task is: Predict the reaction yield, written as a fraction of the theoretical maximum amount of product (1.0 means a 100% yield; for example, 0.34 means a 34% yield). (1) The reactants are C(=O)([O-])O.[Na+].[NH2:6][CH2:7][CH2:8][CH2:9][CH2:10][C:11]1[CH:19]=[CH:18][C:14]([C:15]([OH:17])=[O:16])=[CH:13][CH:12]=1.O.Cl[C:22]([O:24][CH2:25][C:26]1[CH:31]=[CH:30][CH:29]=[CH:28][CH:27]=1)=[O:23]. The catalyst is C1COCC1. The product is [CH2:25]([O:24][C:22]([NH:6][CH2:7][CH2:8][CH2:9][CH2:10][C:11]1[CH:19]=[CH:18][C:14]([C:15]([OH:17])=[O:16])=[CH:13][CH:12]=1)=[O:23])[C:26]1[CH:31]=[CH:30][CH:29]=[CH:28][CH:27]=1. The yield is 0.980. (2) The reactants are [NH:1]1[CH2:6][CH2:5][CH:4]([C:7]2[CH:12]=[CH:11][C:10]([S:13]([NH:16][C:17]3[S:18][CH:19]=[CH:20][N:21]=3)(=[O:15])=[O:14])=[CH:9][CH:8]=2)[CH2:3][CH2:2]1.[Cl:22][C:23]1[CH:24]=[C:25]2[CH:31]=[CH:30][N:29]([CH2:32][C:33](O)=[O:34])[C:26]2=[N:27][CH:28]=1.CN(C(ON1N=NC2C=CC=NC1=2)=[N+](C)C)C.F[P-](F)(F)(F)(F)F.CCN(C(C)C)C(C)C. The catalyst is C1COCC1. The product is [Cl:22][C:23]1[CH:24]=[C:25]2[CH:31]=[CH:30][N:29]([CH2:32][C:33]([N:1]3[CH2:2][CH2:3][CH:4]([C:7]4[CH:8]=[CH:9][C:10]([S:13]([NH:16][C:17]5[S:18][CH:19]=[CH:20][N:21]=5)(=[O:14])=[O:15])=[CH:11][CH:12]=4)[CH2:5][CH2:6]3)=[O:34])[C:26]2=[N:27][CH:28]=1. The yield is 0.460. (3) The reactants are [CH3:1][N:2]([CH3:12])[CH2:3][C@H:4]([C:6]1[CH:11]=[CH:10][CH:9]=[CH:8][CH:7]=1)[OH:5].C(N(CC)CC)C.Cl[C:21](OC1C=CC([N+]([O-])=O)=CC=1)=[O:22].CCN(C(C)C)C(C)C.Cl.Cl.[NH2:44][C:45]1[C:46]2[CH2:57][NH:56][C:55]([CH3:59])([CH3:58])[C:47]=2[N:48]([C:50]([O:52][CH2:53][CH3:54])=[O:51])[N:49]=1. The catalyst is ClCCCl.ClCCl. The product is [NH2:44][C:45]1[C:46]2[CH2:57][N:56]([C:21]([O:5][C@@H:4]([C:6]3[CH:11]=[CH:10][CH:9]=[CH:8][CH:7]=3)[CH2:3][N:2]([CH3:12])[CH3:1])=[O:22])[C:55]([CH3:58])([CH3:59])[C:47]=2[N:48]([C:50]([O:52][CH2:53][CH3:54])=[O:51])[N:49]=1. The yield is 0.100. (4) The reactants are [C:1]1([N:7]2[C:11]([OH:12])=[CH:10][C:9]([CH:13]([CH3:15])[CH3:14])=[N:8]2)C=CC=CC=1.C[O:17][C:18](OC)(OC)[CH3:19]. No catalyst specified. The product is [OH:12][C:11]1[N:7]([CH3:1])[N:8]=[C:9]([CH:13]([CH3:14])[CH3:15])[C:10]=1[C:18](=[O:17])[CH3:19]. The yield is 0.680. (5) The reactants are [Br:1][C:2]1[CH:7]=[C:6]([O:8][CH2:9][CH3:10])[CH:5]=[C:4]([CH3:11])[N+:3]=1[O-].P(Cl)(Cl)Cl.O.C(#N)C. The catalyst is C(OCC)(=O)C. The product is [Br:1][C:2]1[CH:7]=[C:6]([O:8][CH2:9][CH3:10])[CH:5]=[C:4]([CH3:11])[N:3]=1. The yield is 0.240. (6) The reactants are [Mg].Br[C:3]1[CH:8]=[CH:7][C:6]([C:9]([F:12])([F:11])[F:10])=[CH:5][CH:4]=1.Cl[P:14]1(=[O:19])[CH2:18][CH:17]=[CH:16][CH2:15]1. No catalyst specified. The product is [F:10][C:9]([F:12])([F:11])[C:6]1[CH:7]=[CH:8][C:3]([P:14]2(=[O:19])[CH2:18][CH:17]=[CH:16][CH2:15]2)=[CH:4][CH:5]=1. The yield is 0.490. (7) The reactants are [F:1][C:2]1[CH:3]=[C:4]2[C:8](=[CH:9][CH:10]=1)[NH:7][C:6](=[O:11])[C:5]2=[C:12]1[C:20]2[C:15](=[CH:16][C:17]([CH2:21][CH2:22][C:23]([OH:25])=O)=[CH:18][CH:19]=2)[CH2:14][O:13]1.[N:26]1[CH:31]=[CH:30][CH:29]=[CH:28][C:27]=1[S:32][S:32][C:27]1[CH:28]=[CH:29][CH:30]=[CH:31][N:26]=1.C1(P(C2C=CC=CC=2)C2C=CC=CC=2)C=CC=CC=1. The catalyst is C(Cl)Cl. The product is [N:26]1[CH:31]=[CH:30][CH:29]=[CH:28][C:27]=1[S:32][C:23](=[O:25])[CH2:22][CH2:21][C:17]1[CH:16]=[C:15]2[C:20](=[CH:19][CH:18]=1)[C:12](=[C:5]1[C:4]3[C:8](=[CH:9][CH:10]=[C:2]([F:1])[CH:3]=3)[NH:7][C:6]1=[O:11])[O:13][CH2:14]2. The yield is 0.670. (8) The reactants are [C:1]([O:5][C:6](=[O:25])[N:7]([CH2:9][C:10]1[CH:14]=[C:13](Br)[N:12]([S:16]([C:19]2[CH:20]=[N:21][CH:22]=[CH:23][CH:24]=2)(=[O:18])=[O:17])[CH:11]=1)[CH3:8])([CH3:4])([CH3:3])[CH3:2].[CH3:26][C:27]1[C:28](B(O)O)=[CH:29][S:30][CH:31]=1.C(=O)([O-])[O-].[Na+].[Na+]. The catalyst is COCCOC.O.C1C=CC([P]([Pd]([P](C2C=CC=CC=2)(C2C=CC=CC=2)C2C=CC=CC=2)([P](C2C=CC=CC=2)(C2C=CC=CC=2)C2C=CC=CC=2)[P](C2C=CC=CC=2)(C2C=CC=CC=2)C2C=CC=CC=2)(C2C=CC=CC=2)C2C=CC=CC=2)=CC=1. The product is [CH3:8][N:7]([CH2:9][C:10]1[CH:14]=[C:13]([C:28]2[C:27]([CH3:26])=[CH:31][S:30][CH:29]=2)[N:12]([S:16]([C:19]2[CH:20]=[N:21][CH:22]=[CH:23][CH:24]=2)(=[O:18])=[O:17])[CH:11]=1)[C:6](=[O:25])[O:5][C:1]([CH3:4])([CH3:3])[CH3:2]. The yield is 0.640. (9) The reactants are I[CH2:2][C@@H:3]([CH3:16])[CH2:4][N:5]1[C:10]2[CH:11]=[CH:12][CH:13]=[CH:14][C:9]=2[S:8][CH2:7][C:6]1=[O:15].[CH2:17]([CH:22]1[CH2:28][CH:27]2[NH:29][CH:24]([CH2:25][CH2:26]2)[CH2:23]1)[CH2:18][CH2:19][CH2:20][CH3:21]. The catalyst is CC#N. The product is [CH3:16][C@H:3]([CH2:2][N:29]1[CH:24]2[CH2:25][CH2:26][CH:27]1[CH2:28][CH:22]([CH2:17][CH2:18][CH2:19][CH2:20][CH3:21])[CH2:23]2)[CH2:4][N:5]1[C:10]2[CH:11]=[CH:12][CH:13]=[CH:14][C:9]=2[S:8][CH2:7][C:6]1=[O:15]. The yield is 0.490.